Predict which catalyst facilitates the given reaction. From a dataset of Catalyst prediction with 721,799 reactions and 888 catalyst types from USPTO. (1) Reactant: [CH3:1][S:2]([N:5](S(C)(=O)=O)[C:6]1[CH:11]=[CH:10][CH:9]=[CH:8][C:7]=1[C:12](=[O:38])[CH2:13][N:14]1[C:23](=[O:24])[C:22]2[N:21]([CH2:25][CH:26]=[C:27]([CH3:29])[CH3:28])[C:20]([N:30]3[CH2:35][CH2:34][CH2:33][CH:32]([NH2:36])[CH2:31]3)=[N:19][C:18]=2[N:17]([CH3:37])[C:15]1=[O:16])(=[O:4])=[O:3].[OH-].[Na+]. Product: [CH3:1][S:2]([NH:5][C:6]1[CH:11]=[CH:10][CH:9]=[CH:8][C:7]=1[C:12](=[O:38])[CH2:13][N:14]1[C:23](=[O:24])[C:22]2[N:21]([CH2:25][CH:26]=[C:27]([CH3:29])[CH3:28])[C:20]([N:30]3[CH2:35][CH2:34][CH2:33][CH:32]([NH2:36])[CH2:31]3)=[N:19][C:18]=2[N:17]([CH3:37])[C:15]1=[O:16])(=[O:4])=[O:3]. The catalyst class is: 7. (2) Reactant: [NH2:1][C:2]1[NH:6][N:5]=[CH:4][C:3]=1[C:7]([C:9]1[S:10][CH:11]=[CH:12][CH:13]=1)=[O:8].CN(C)[CH:16]=[CH:17][C:18]([C:20]1[C:21]([F:32])=[CH:22][C:23]([F:31])=[C:24]([N:26]([CH3:30])[C:27](=[O:29])[CH3:28])[CH:25]=1)=O.C(OCC)(=O)C. Product: [F:31][C:23]1[CH:22]=[C:21]([F:32])[C:20]([C:18]2[N:6]3[N:5]=[CH:4][C:3]([C:7]([C:9]4[S:10][CH:11]=[CH:12][CH:13]=4)=[O:8])=[C:2]3[N:1]=[CH:16][CH:17]=2)=[CH:25][C:24]=1[N:26]([CH3:30])[C:27](=[O:29])[CH3:28]. The catalyst class is: 15.